Dataset: Full USPTO retrosynthesis dataset with 1.9M reactions from patents (1976-2016). Task: Predict the reactants needed to synthesize the given product. (1) The reactants are: [CH3:1][S:2]([C:5]1[N:10]=[C:9]([CH2:11][O:12]C2CCCCO2)[CH:8]=[CH:7][N:6]=1)(=[O:4])=[O:3].Cl. Given the product [CH3:1][S:2]([C:5]1[N:10]=[C:9]([CH2:11][OH:12])[CH:8]=[CH:7][N:6]=1)(=[O:3])=[O:4], predict the reactants needed to synthesize it. (2) Given the product [Cl:1][C:2]1[C:3]([C:19]([N:21]2[CH2:26][CH2:25][CH:24]([N:27]3[CH2:31][CH2:30][CH2:29][CH2:28]3)[CH2:23][CH2:22]2)=[O:20])=[N:4][C:5]([O:33][CH3:32])=[C:6]([C:8]2[CH:13]=[CH:12][CH:11]=[C:10]([C:14]([F:17])([F:16])[F:15])[CH:9]=2)[CH:7]=1, predict the reactants needed to synthesize it. The reactants are: [Cl:1][C:2]1[C:3]([C:19]([N:21]2[CH2:26][CH2:25][CH:24]([N:27]3[CH2:31][CH2:30][CH2:29][CH2:28]3)[CH2:23][CH2:22]2)=[O:20])=[N:4][C:5](Cl)=[C:6]([C:8]2[CH:13]=[CH:12][CH:11]=[C:10]([C:14]([F:17])([F:16])[F:15])[CH:9]=2)[CH:7]=1.[CH3:32][O-:33].[Na+].